From a dataset of Catalyst prediction with 721,799 reactions and 888 catalyst types from USPTO. Predict which catalyst facilitates the given reaction. (1) Reactant: C(OC(=O)[NH:7][C:8]1[CH:13]=[CH:12][C:11]([CH2:14][S:15][C:16]2[NH:17][C:18](=[O:32])[C:19]([C:30]#[N:31])=[C:20]([C:22]3[CH:27]=[CH:26][CH:25]=[C:24]([O:28][CH3:29])[CH:23]=3)[N:21]=2)=[CH:10][CH:9]=1)(C)(C)C.C1(O)C=CC=CC=1.Cl[Si](Cl)(Cl)Cl. Product: [NH2:7][C:8]1[CH:13]=[CH:12][C:11]([CH2:14][S:15][C:16]2[NH:17][C:18](=[O:32])[C:19]([C:30]#[N:31])=[C:20]([C:22]3[CH:27]=[CH:26][CH:25]=[C:24]([O:28][CH3:29])[CH:23]=3)[N:21]=2)=[CH:10][CH:9]=1. The catalyst class is: 4. (2) Reactant: [NH2:1][C:2]1[C:3]([NH:19][C:20]2[CH:24]=[C:23]([CH:25]3[CH2:27][CH2:26]3)[NH:22][N:21]=2)=[CH:4][C:5]([NH:8][C@H:9]([C:12]2[CH:17]=[CH:16][C:15]([F:18])=[CH:14][CH:13]=2)[CH2:10][OH:11])=[N:6][CH:7]=1.[C:28](O)(=O)C.C(N)=N.C([O-])(O)=O.[Na+].CCOC(C)=O. Product: [CH:25]1([C:23]2[NH:22][N:21]=[C:20]([N:19]3[C:3]4[CH:4]=[C:5]([NH:8][C@H:9]([C:12]5[CH:17]=[CH:16][C:15]([F:18])=[CH:14][CH:13]=5)[CH2:10][OH:11])[N:6]=[CH:7][C:2]=4[N:1]=[CH:28]3)[CH:24]=2)[CH2:27][CH2:26]1. The catalyst class is: 14.